Task: Predict the reactants needed to synthesize the given product.. Dataset: Full USPTO retrosynthesis dataset with 1.9M reactions from patents (1976-2016) (1) Given the product [CH:1]([O:4][C:5]1[CH:32]=[CH:31][C:8]([CH2:9][O:10][C:11]2[CH:19]=[CH:18][C:17]3[N:16]4[CH2:20][CH2:21][CH:22]([CH2:23][C:24]([OH:26])=[O:25])[C:15]4=[CH:14][C:13]=3[CH:12]=2)=[CH:7][C:6]=1[C:33]([F:36])([F:34])[F:35])([CH3:3])[CH3:2], predict the reactants needed to synthesize it. The reactants are: [CH:1]([O:4][C:5]1[CH:32]=[CH:31][C:8]([CH2:9][O:10][C:11]2[CH:19]=[CH:18][C:17]3[N:16]4[CH2:20][CH2:21][CH:22]([CH2:23][C:24]([O:26]C(C)(C)C)=[O:25])[C:15]4=[CH:14][C:13]=3[CH:12]=2)=[CH:7][C:6]=1[C:33]([F:36])([F:35])[F:34])([CH3:3])[CH3:2].[Li+].[OH-].Cl. (2) Given the product [C:12](=[N:25][C:2]1[CH:3]=[C:4]2[N:10]=[CH:9][N:8]([CH3:11])[C:5]2=[N:6][CH:7]=1)([C:19]1[CH:20]=[CH:21][CH:22]=[CH:23][CH:24]=1)[C:13]1[CH:18]=[CH:17][CH:16]=[CH:15][CH:14]=1, predict the reactants needed to synthesize it. The reactants are: Br[C:2]1[CH:3]=[C:4]2[N:10]=[CH:9][N:8]([CH3:11])[C:5]2=[N:6][CH:7]=1.[C:12](=[NH:25])([C:19]1[CH:24]=[CH:23][CH:22]=[CH:21][CH:20]=1)[C:13]1[CH:18]=[CH:17][CH:16]=[CH:15][CH:14]=1.CC(C)([O-])C.[Na+]. (3) Given the product [CH:1]1([N:5]2[CH2:11][CH2:10][C:9]3[CH:12]=[CH:13][C:14]([NH:16][C:18]4[N:23]=[CH:22][C:21]([N:24]5[CH2:28][CH2:27][CH2:26][C:25]5=[O:29])=[CH:20][CH:19]=4)=[CH:15][C:8]=3[CH2:7][CH2:6]2)[CH2:4][CH2:3][CH2:2]1, predict the reactants needed to synthesize it. The reactants are: [CH:1]1([N:5]2[CH2:11][CH2:10][C:9]3[CH:12]=[CH:13][C:14]([NH2:16])=[CH:15][C:8]=3[CH2:7][CH2:6]2)[CH2:4][CH2:3][CH2:2]1.Cl[C:18]1[N:23]=[CH:22][C:21]([N:24]2[CH2:28][CH2:27][CH2:26][C:25]2=[O:29])=[CH:20][CH:19]=1.CC(C)([O-])C.[Na+].C1(P(C2C=CC=CC=2)C2C=CC3C(=CC=CC=3)C=2C2C3C(=CC=CC=3)C=CC=2P(C2C=CC=CC=2)C2C=CC=CC=2)C=CC=CC=1. (4) Given the product [Cl:1][C:2]1[CH:7]=[CH:6][C:5]([N:8]2[C@@H:12]([C:13]3[CH:18]=[CH:17][CH:16]=[C:15]([C:19]([F:22])([F:20])[F:21])[CH:14]=3)[CH2:11][N:10]([CH2:23][CH2:24][C:25](=[N:29][OH:30])[NH2:26])[C:9]2=[O:27])=[CH:4][CH:3]=1, predict the reactants needed to synthesize it. The reactants are: [Cl:1][C:2]1[CH:7]=[CH:6][C:5]([N:8]2[C@@H:12]([C:13]3[CH:18]=[CH:17][CH:16]=[C:15]([C:19]([F:22])([F:21])[F:20])[CH:14]=3)[CH2:11][N:10]([CH2:23][CH2:24][C:25]#[N:26])[C:9]2=[O:27])=[CH:4][CH:3]=1.Cl.[NH2:29][OH:30].C([O-])([O-])=O.[K+].[K+]. (5) The reactants are: [C:1]12([OH:11])[CH2:10][CH:5]3[CH2:6][CH:7]([CH2:9][CH:3]([CH2:4]3)[CH2:2]1)[CH2:8]2.[C:12](Cl)(=[O:15])[CH:13]=[CH2:14]. Given the product [C:12]([O:11][C:1]12[CH2:8][CH:7]3[CH2:6][CH:5]([CH2:4][CH:3]([CH2:9]3)[CH2:2]1)[CH2:10]2)(=[O:15])[CH:13]=[CH2:14], predict the reactants needed to synthesize it. (6) Given the product [F:15][C:16]([F:25])([F:26])[C:17]1[CH:18]=[C:19]([CH:20]2[S:14][CH2:10][CH2:11][CH2:12][S:13]2)[CH:22]=[CH:23][CH:24]=1, predict the reactants needed to synthesize it. The reactants are: B(F)(F)F.CCOCC.[CH2:10]([SH:14])[CH2:11][CH2:12][SH:13].[F:15][C:16]([F:26])([F:25])[C:17]1[CH:18]=[C:19]([CH:22]=[CH:23][CH:24]=1)[CH:20]=O.CCOC(C)=O.CCCCCC. (7) Given the product [N:23]1([CH2:30][CH2:31][O:32][C:33]2[CH:41]=[CH:40][C:36]([CH2:37][N:57]([CH2:56][CH3:55])[C:58]3[CH:63]=[CH:62][CH:61]=[CH:60][C:59]=3[CH:64]3[C:73]([CH3:74])([CH3:75])[CH2:72][C:71]4[C:66](=[CH:67][CH:68]=[C:69]([O:76][CH3:77])[CH:70]=4)[CH2:65]3)=[CH:35][CH:34]=2)[CH2:29][CH2:28][CH2:27][CH2:26][CH2:25][CH2:24]1, predict the reactants needed to synthesize it. The reactants are: COC1C=C2C(=CC=1)CC(C1C=CC=CC=1N)C(C)(C)C2.Cl.[N:23]1([CH2:30][CH2:31][O:32][C:33]2[CH:41]=[CH:40][C:36]([C:37](O)=O)=[CH:35][CH:34]=2)[CH2:29][CH2:28][CH2:27][CH2:26][CH2:25][CH2:24]1.N1(CCOC2C=C[C:55]([CH2:56][NH:57][C:58]3[CH:63]=[CH:62][CH:61]=[CH:60][C:59]=3[CH:64]3[C:73]([CH3:75])([CH3:74])[CH2:72][C:71]4[C:66](=[CH:67][CH:68]=[C:69]([O:76][CH3:77])[CH:70]=4)[CH2:65]3)=CC=2)CCCCCC1. (8) Given the product [CH3:1][O:2][C:3]1[CH:8]=[CH:7][N:6]=[C:5]([NH:9][C:10]2[S:11][CH:14]=[C:15]([C:17]3[CH:22]=[CH:21][N:20]=[CH:19][CH:18]=3)[N:12]=2)[CH:4]=1, predict the reactants needed to synthesize it. The reactants are: [CH3:1][O:2][C:3]1[CH:8]=[CH:7][N:6]=[C:5]([NH:9][C:10]([NH2:12])=[S:11])[CH:4]=1.Br[CH2:14][C:15]([C:17]1[CH:22]=[CH:21][N:20]=[CH:19][CH:18]=1)=O. (9) Given the product [CH2:1]([C:3]1[C:8](=[O:9])[N:7]2[N:10]=[CH:11][C:12]([C:13]3[O:21][C:17]([C:18]([O:20][CH2:28][CH3:29])=[O:19])=[N:16][N:15]=3)=[C:6]2[NH:5][C:4]=1[CH3:22])[CH3:2], predict the reactants needed to synthesize it. The reactants are: [CH2:1]([C:3]1[C:8](=[O:9])[N:7]2[N:10]=[CH:11][C:12]([C:13]([NH:15][NH:16][C:17](=[O:21])[C:18]([O-:20])=[O:19])=O)=[C:6]2[NH:5][C:4]=1[CH3:22])[CH3:2].CN(C=O)C.[CH3:28][C:29]1C=CC(S(Cl)(=O)=O)=CC=1.C(N(CC)CC)C. (10) Given the product [Br:1][C:2]1[C:3]([C:12]2[CH:17]=[CH:16][C:15]([F:18])=[CH:14][CH:13]=2)=[N:4][C:5]([N:37]([CH3:36])[S:38]([CH3:41])(=[O:40])=[O:39])=[N:6][C:7]=1[CH:8]([CH3:10])[CH3:9], predict the reactants needed to synthesize it. The reactants are: [Br:1][C:2]1[C:3]([C:12]2[CH:17]=[CH:16][C:15]([F:18])=[CH:14][CH:13]=2)=[N:4][C:5](O)=[N:6][C:7]=1[CH:8]([CH3:10])[CH3:9].C(=O)([O-])[O-].[K+].[K+].C1(C)C=CC(S(Cl)(=O)=O)=CC=1.[CH3:36][NH:37][S:38]([CH3:41])(=[O:40])=[O:39].